From a dataset of Experimentally validated miRNA-target interactions with 360,000+ pairs, plus equal number of negative samples. Binary Classification. Given a miRNA mature sequence and a target amino acid sequence, predict their likelihood of interaction. (1) The miRNA is hsa-miR-4799-5p with sequence AUCUAAAUGCAGCAUGCCAGUC. The protein sequence of the target gene is MAALVEPLGLERDVSRAVELLERLQRSGELPPQKLQALQRVLQSRFCSAIREVYEQLYDTLDITGSAEIRAHATAKATVAAFTASEGHAHPRVVELPKTDEGLGFNIMGGKEQNSPIYISRVIPGGVADRHGGLKRGDQLLSVNGVSVEGEQHEKAVELLKAAQGSVKLVVRYTPRVLEEMEARFEKMRSARRRQQHQSYSSLESRG. Result: 0 (no interaction). (2) The miRNA is hsa-miR-4659a-3p with sequence UUUCUUCUUAGACAUGGCAACG. The protein sequence of the target gene is MTKDKEPIVKSFHFVCLMIIIVGTRIQFSDGNEFAVDKSKRGLIHVPKDLPLKTKVLDMSQNYIAELQVSDMSFLSELTVLRLSHNRIQLLDLSVFKFNQDLEYLDLSHNQLQKISCHPIVSFRHLDLSFNDFKALPICKEFGNLSQLNFLGLSAMKLQKLDLLPIAHLHLSYILLDLRNYYIKENETESLQILNAKTLHLVFHPTSLFAIQVNISVNTLGCLQLTNIKLNDDNCQVFIKFLSELTRGSTLLNFTLNHIETTWKCLVRVFQFLWPKPVEYLNIYNLTIIESIREEDFTYS.... Result: 0 (no interaction). (3) The miRNA is mmu-miR-3090-3p with sequence UCCCAGGUGACACCCUGACUCA. The protein sequence of the target gene is MALFHIARYAGPEAAGQGDTDAEAGSRARVLLERLQNRARERQQREPELETTGTAGEGEAAAAGKRRRRPRRRRRVSGSATPNSEAPRAKRRKADKDVDAGRGEEAPEELSAGAEDPGANPQEDVQRPPAPGRVLGDFARRKTPKVQPFLPAWLAKPSCVKKSVTEDLTPIEDIPEVHPDLQKQLRANGITSYFPVQAAVIPALLESADHGFLIGRGGYQPSDLCVSAPTGSGKTLAFVIPVVQALLHRVVCHIRALVVLPTKELAQQVSKVFNIYTDTTPLRVALVTGQKSLAKEQESL.... Result: 1 (interaction). (4) The miRNA is rno-miR-27a-3p with sequence UUCACAGUGGCUAAGUUCCGC. The protein sequence of the target gene is MARACLQAVKYLMFAFNLLFWLGGCGVLGVGIWLAATQGSFATLSSSFPSLSAANLLIITGAFVMAIGFVGCLGAIKENKCLLLTFFLLLLLVFLLEATIAILFFAYTDKIDRYAQQDLKKGLHLYGTQGNVGLTNAWSIIQTDFRCCGVSNYTDWFEVYNATRVPDSCCLEFSESCGLHAPGTWWKAPCYETVKVWLQENLLAVGIFGLCTALVQILGLTFAMTMYCQVVKADTYCA. Result: 0 (no interaction). (5) The miRNA is hsa-miR-558 with sequence UGAGCUGCUGUACCAAAAU. The protein sequence of the target gene is MAPPAAPGRDRVGREDEDGWETRGDRKARKPLVEKKRRARINESLQELRLLLAGAEVQAKLENAEVLELTVRRVQGVLRGRAREREQLQAEASERFAAGYIQCMHEVHTFVSTCQAIDATVAAELLNHLLESMPLREGSSFQDLLGDALAGPPRAPGRSGWPAGGAPGSPIPSPPGPGDDLCSDLEEAPEAELSQAPAEGPDLVPAALGSLTTAQIARSVWRPW. Result: 1 (interaction).